Task: Regression. Given two drug SMILES strings and cell line genomic features, predict the synergy score measuring deviation from expected non-interaction effect.. Dataset: NCI-60 drug combinations with 297,098 pairs across 59 cell lines (1) Drug 1: CC1=C(C=C(C=C1)C(=O)NC2=CC(=CC(=C2)C(F)(F)F)N3C=C(N=C3)C)NC4=NC=CC(=N4)C5=CN=CC=C5. Drug 2: COC1=NC(=NC2=C1N=CN2C3C(C(C(O3)CO)O)O)N. Cell line: A549. Synergy scores: CSS=-9.00, Synergy_ZIP=6.93, Synergy_Bliss=1.14, Synergy_Loewe=-10.7, Synergy_HSA=-11.1. (2) Drug 2: C1=C(C(=O)NC(=O)N1)F. Synergy scores: CSS=47.1, Synergy_ZIP=-3.50, Synergy_Bliss=-8.73, Synergy_Loewe=-11.8, Synergy_HSA=-9.89. Cell line: A498. Drug 1: CC12CCC(CC1=CCC3C2CCC4(C3CC=C4C5=CN=CC=C5)C)O. (3) Drug 1: CC(C)NC(=O)C1=CC=C(C=C1)CNNC.Cl. Drug 2: C(CCl)NC(=O)N(CCCl)N=O. Cell line: UACC-257. Synergy scores: CSS=0.484, Synergy_ZIP=0.660, Synergy_Bliss=1.62, Synergy_Loewe=-1.49, Synergy_HSA=-0.763. (4) Drug 1: CC1=C2C(C(=O)C3(C(CC4C(C3C(C(C2(C)C)(CC1OC(=O)C(C(C5=CC=CC=C5)NC(=O)OC(C)(C)C)O)O)OC(=O)C6=CC=CC=C6)(CO4)OC(=O)C)OC)C)OC. Drug 2: C1CCC(C(C1)N)N.C(=O)(C(=O)[O-])[O-].[Pt+4]. Cell line: DU-145. Synergy scores: CSS=69.3, Synergy_ZIP=16.0, Synergy_Bliss=15.3, Synergy_Loewe=4.77, Synergy_HSA=16.9. (5) Drug 1: CC(C1=C(C=CC(=C1Cl)F)Cl)OC2=C(N=CC(=C2)C3=CN(N=C3)C4CCNCC4)N. Drug 2: CCC1=C2CN3C(=CC4=C(C3=O)COC(=O)C4(CC)O)C2=NC5=C1C=C(C=C5)O. Cell line: UO-31. Synergy scores: CSS=33.4, Synergy_ZIP=-1.09, Synergy_Bliss=4.28, Synergy_Loewe=1.29, Synergy_HSA=6.36. (6) Drug 1: CN1C(=O)N2C=NC(=C2N=N1)C(=O)N. Drug 2: C1=NC2=C(N=C(N=C2N1C3C(C(C(O3)CO)O)F)Cl)N. Cell line: HL-60(TB). Synergy scores: CSS=46.8, Synergy_ZIP=1.75, Synergy_Bliss=1.50, Synergy_Loewe=-35.5, Synergy_HSA=-1.45. (7) Drug 1: CC1=C(C(CCC1)(C)C)C=CC(=CC=CC(=CC(=O)O)C)C. Drug 2: C1=CC=C(C=C1)NC(=O)CCCCCCC(=O)NO. Cell line: HCT-15. Synergy scores: CSS=-0.740, Synergy_ZIP=0.485, Synergy_Bliss=-1.31, Synergy_Loewe=-6.33, Synergy_HSA=-4.14. (8) Drug 2: CC1C(C(CC(O1)OC2CC(OC(C2O)C)OC3=CC4=CC5=C(C(=O)C(C(C5)C(C(=O)C(C(C)O)O)OC)OC6CC(C(C(O6)C)O)OC7CC(C(C(O7)C)O)OC8CC(C(C(O8)C)O)(C)O)C(=C4C(=C3C)O)O)O)O. Cell line: SF-268. Drug 1: CCN(CC)CCNC(=O)C1=C(NC(=C1C)C=C2C3=C(C=CC(=C3)F)NC2=O)C. Synergy scores: CSS=28.1, Synergy_ZIP=1.40, Synergy_Bliss=3.17, Synergy_Loewe=-5.58, Synergy_HSA=2.38. (9) Synergy scores: CSS=29.0, Synergy_ZIP=-2.42, Synergy_Bliss=-7.86, Synergy_Loewe=-16.5, Synergy_HSA=-7.39. Drug 1: CC1=C2C(C(=O)C3(C(CC4C(C3C(C(C2(C)C)(CC1OC(=O)C(C(C5=CC=CC=C5)NC(=O)OC(C)(C)C)O)O)OC(=O)C6=CC=CC=C6)(CO4)OC(=O)C)OC)C)OC. Drug 2: CN(C(=O)NC(C=O)C(C(C(CO)O)O)O)N=O. Cell line: M14. (10) Drug 1: C1CCC(C1)C(CC#N)N2C=C(C=N2)C3=C4C=CNC4=NC=N3. Drug 2: CCC1=CC2CC(C3=C(CN(C2)C1)C4=CC=CC=C4N3)(C5=C(C=C6C(=C5)C78CCN9C7C(C=CC9)(C(C(C8N6C)(C(=O)OC)O)OC(=O)C)CC)OC)C(=O)OC.C(C(C(=O)O)O)(C(=O)O)O. Cell line: M14. Synergy scores: CSS=26.5, Synergy_ZIP=10.5, Synergy_Bliss=14.0, Synergy_Loewe=-33.4, Synergy_HSA=6.74.